This data is from NCI-60 drug combinations with 297,098 pairs across 59 cell lines. The task is: Regression. Given two drug SMILES strings and cell line genomic features, predict the synergy score measuring deviation from expected non-interaction effect. (1) Drug 1: C1C(C(OC1N2C=C(C(=O)NC2=O)F)CO)O. Drug 2: N.N.Cl[Pt+2]Cl. Cell line: COLO 205. Synergy scores: CSS=42.5, Synergy_ZIP=-5.19, Synergy_Bliss=-5.35, Synergy_Loewe=-7.61, Synergy_HSA=0.233. (2) Synergy scores: CSS=9.15, Synergy_ZIP=-2.86, Synergy_Bliss=-2.82, Synergy_Loewe=-12.1, Synergy_HSA=-3.24. Drug 2: C1C(C(OC1N2C=NC(=NC2=O)N)CO)O. Drug 1: CN(C)N=NC1=C(NC=N1)C(=O)N. Cell line: 786-0. (3) Drug 1: CS(=O)(=O)OCCCCOS(=O)(=O)C. Drug 2: CC1C(C(CC(O1)OC2CC(CC3=C2C(=C4C(=C3O)C(=O)C5=CC=CC=C5C4=O)O)(C(=O)C)O)N)O. Cell line: HCT-15. Synergy scores: CSS=30.6, Synergy_ZIP=0.204, Synergy_Bliss=0.958, Synergy_Loewe=-12.6, Synergy_HSA=1.94. (4) Drug 1: CN1C(=O)N2C=NC(=C2N=N1)C(=O)N. Drug 2: CC1CCC2CC(C(=CC=CC=CC(CC(C(=O)C(C(C(=CC(C(=O)CC(OC(=O)C3CCCCN3C(=O)C(=O)C1(O2)O)C(C)CC4CCC(C(C4)OC)O)C)C)O)OC)C)C)C)OC. Cell line: SW-620. Synergy scores: CSS=4.78, Synergy_ZIP=-2.10, Synergy_Bliss=0.916, Synergy_Loewe=-2.81, Synergy_HSA=-1.23. (5) Drug 1: C1=CC(=CC=C1CCC2=CNC3=C2C(=O)NC(=N3)N)C(=O)NC(CCC(=O)O)C(=O)O. Drug 2: CCCS(=O)(=O)NC1=C(C(=C(C=C1)F)C(=O)C2=CNC3=C2C=C(C=N3)C4=CC=C(C=C4)Cl)F. Cell line: IGROV1. Synergy scores: CSS=24.3, Synergy_ZIP=-6.71, Synergy_Bliss=-1.37, Synergy_Loewe=-25.9, Synergy_HSA=-1.12. (6) Drug 1: C1=NC2=C(N1)C(=S)N=CN2. Drug 2: C(CCl)NC(=O)N(CCCl)N=O. Cell line: NCIH23. Synergy scores: CSS=8.40, Synergy_ZIP=-8.42, Synergy_Bliss=-1.70, Synergy_Loewe=-18.2, Synergy_HSA=-4.03. (7) Drug 1: CC1CCC2CC(C(=CC=CC=CC(CC(C(=O)C(C(C(=CC(C(=O)CC(OC(=O)C3CCCCN3C(=O)C(=O)C1(O2)O)C(C)CC4CCC(C(C4)OC)O)C)C)O)OC)C)C)C)OC. Drug 2: C1=CN(C=N1)CC(O)(P(=O)(O)O)P(=O)(O)O. Cell line: DU-145. Synergy scores: CSS=7.53, Synergy_ZIP=-3.35, Synergy_Bliss=-4.39, Synergy_Loewe=-20.0, Synergy_HSA=-7.53. (8) Drug 1: CN(C)C1=NC(=NC(=N1)N(C)C)N(C)C. Drug 2: CC=C1C(=O)NC(C(=O)OC2CC(=O)NC(C(=O)NC(CSSCCC=C2)C(=O)N1)C(C)C)C(C)C. Cell line: HT29. Synergy scores: CSS=38.5, Synergy_ZIP=1.41, Synergy_Bliss=0.718, Synergy_Loewe=-68.7, Synergy_HSA=-3.42.